This data is from Peptide-MHC class I binding affinity with 185,985 pairs from IEDB/IMGT. The task is: Regression. Given a peptide amino acid sequence and an MHC pseudo amino acid sequence, predict their binding affinity value. This is MHC class I binding data. (1) The peptide sequence is YCNTNYLSK. The MHC is HLA-A11:01 with pseudo-sequence HLA-A11:01. The binding affinity (normalized) is 0.166. (2) The MHC is HLA-A26:01 with pseudo-sequence HLA-A26:01. The binding affinity (normalized) is 0.0847. The peptide sequence is YLGTPNNTY.